This data is from Peptide-MHC class I binding affinity with 185,985 pairs from IEDB/IMGT. The task is: Regression. Given a peptide amino acid sequence and an MHC pseudo amino acid sequence, predict their binding affinity value. This is MHC class I binding data. (1) The peptide sequence is FLGSHSEPL. The MHC is HLA-A25:01 with pseudo-sequence HLA-A25:01. The binding affinity (normalized) is 0.0847. (2) The peptide sequence is ILHHHRNVF. The MHC is HLA-B08:01 with pseudo-sequence HLA-B08:01. The binding affinity (normalized) is 0.763. (3) The peptide sequence is FAATSREAL. The MHC is H-2-Db with pseudo-sequence YESYYREKAGQWFVSNLYLQSLFYTWSAYAYEWY. The binding affinity (normalized) is 0.670. (4) The peptide sequence is AMAETGCDA. The MHC is HLA-B08:01 with pseudo-sequence HLA-B08:01. The binding affinity (normalized) is 0.0847. (5) The peptide sequence is ALFDRPAFK. The MHC is HLA-A03:01 with pseudo-sequence HLA-A03:01. The binding affinity (normalized) is 0.597.